From a dataset of Full USPTO retrosynthesis dataset with 1.9M reactions from patents (1976-2016). Predict the reactants needed to synthesize the given product. Given the product [CH:16]1([O:15][CH2:14][C:8]2[N:5]3[CH:6]=[CH:7][C:2]([SH:23])=[CH:3][C:4]3=[N:10][C:9]=2[CH:11]([CH3:13])[CH3:12])[CH2:21][CH2:20][CH2:19][CH2:18][CH2:17]1, predict the reactants needed to synthesize it. The reactants are: Br[C:2]1[CH:7]=[CH:6][N:5]2[C:8]([CH2:14][O:15][CH:16]3[CH2:21][CH2:20][CH2:19][CH2:18][CH2:17]3)=[C:9]([CH:11]([CH3:13])[CH3:12])[N:10]=[C:4]2[CH:3]=1.C[S-:23].[Na+].O.